This data is from TCR-epitope binding with 47,182 pairs between 192 epitopes and 23,139 TCRs. The task is: Binary Classification. Given a T-cell receptor sequence (or CDR3 region) and an epitope sequence, predict whether binding occurs between them. (1) The epitope is IVTDFSVIK. The TCR CDR3 sequence is CASRGPVETQYF. Result: 1 (the TCR binds to the epitope). (2) The epitope is RPRGEVRFL. The TCR CDR3 sequence is CASSQDAGLAGGYEQYF. Result: 0 (the TCR does not bind to the epitope). (3) The epitope is FPPTSFGPL. The TCR CDR3 sequence is CASSDEYSSYNEQFF. Result: 1 (the TCR binds to the epitope).